From a dataset of Full USPTO retrosynthesis dataset with 1.9M reactions from patents (1976-2016). Predict the reactants needed to synthesize the given product. (1) Given the product [C:8]1([C:14]2[CH:19]=[CH:18][N:17]=[C:16]([N:20]3[CH2:25][CH2:24][N:23]([C:36]([C:35]4[CH:39]=[CH:40][CH:41]=[C:33]([C:30]5[N:29]=[C:28]([C:27]([F:42])([F:26])[F:43])[O:32][N:31]=5)[CH:34]=4)=[O:37])[CH2:22][CH2:21]3)[N:15]=2)[CH:9]=[CH:10][CH:11]=[CH:12][CH:13]=1, predict the reactants needed to synthesize it. The reactants are: OC(C(F)(F)F)=O.[C:8]1([C:14]2[CH:19]=[CH:18][N:17]=[C:16]([N:20]3[CH2:25][CH2:24][NH:23][CH2:22][CH2:21]3)[N:15]=2)[CH:13]=[CH:12][CH:11]=[CH:10][CH:9]=1.[F:26][C:27]([F:43])([F:42])[C:28]1[O:32][N:31]=[C:30]([C:33]2[CH:34]=[C:35]([CH:39]=[CH:40][CH:41]=2)[C:36](O)=[O:37])[N:29]=1. (2) Given the product [ClH:17].[F:15][C:12]1[CH2:13][CH2:14][CH:9]([CH2:8][NH2:7])[CH2:10][CH:11]=1, predict the reactants needed to synthesize it. The reactants are: C(OC(=O)[NH:7][CH2:8][CH:9]1[CH2:14][CH2:13][C:12]([F:15])=[CH:11][CH2:10]1)(C)(C)C.[ClH:17].CC(O)=O.